Predict the reaction yield, written as a fraction of the theoretical maximum amount of product (1.0 means a 100% yield; for example, 0.34 means a 34% yield). From a dataset of Reaction yield outcomes from USPTO patents with 853,638 reactions. (1) The reactants are [Br:1][C:2]1[CH:3]=[C:4](C(N=[N+]=[N-])=O)[CH:5]=[N:6][CH:7]=1.[N-:13]=[C:14]=[O:15].[CH3:16][O:17][C:18]1[CH:19]=[C:20]2[C:24](=[CH:25][C:26]=1[C:27]([F:30])([F:29])[F:28])[NH:23][CH2:22][CH2:21]2. The catalyst is C1(C)C=CC=CC=1.ClCCl. The product is [Br:1][C:2]1[CH:3]=[C:4]([NH:13][C:14]([N:23]2[C:24]3[C:20](=[CH:19][C:18]([O:17][CH3:16])=[C:26]([C:27]([F:29])([F:30])[F:28])[CH:25]=3)[CH2:21][CH2:22]2)=[O:15])[CH:5]=[N:6][CH:7]=1. The yield is 0.810. (2) The reactants are [C:1]([O:4][C@H:5]1[C@H:12]([O:13][Si:14]([C:17]([CH3:20])([CH3:19])[CH3:18])([CH3:16])[CH3:15])[C:9]2([CH2:11][CH2:10]2)[O:8][C@@H:7]([C:21]2[CH:26]=[CH:25][N:24]=[CH:23][C:22]=2[N+:27]([O-])=O)[CH2:6]1)(=[O:3])[CH3:2]. The catalyst is CCO.[Pd]. The product is [C:1]([O:4][C@@H:5]1[C@@H:12]([O:13][Si:14]([C:17]([CH3:20])([CH3:19])[CH3:18])([CH3:15])[CH3:16])[C:9]2([CH2:10][CH2:11]2)[O:8][C@H:7]([C:21]2[CH:26]=[CH:25][N:24]=[CH:23][C:22]=2[NH2:27])[CH2:6]1)(=[O:3])[CH3:2].[C:1]([O:4][C@H:5]1[C@H:12]([O:13][Si:14]([C:17]([CH3:20])([CH3:19])[CH3:18])([CH3:15])[CH3:16])[C:9]2([CH2:10][CH2:11]2)[O:8][C@@H:7]([C:21]2[CH:26]=[CH:25][N:24]=[CH:23][C:22]=2[NH2:27])[CH2:6]1)(=[O:3])[CH3:2]. The yield is 0.250. (3) The reactants are [NH2:1][C@@H:2]1[C:8](=[O:9])[NH:7][C:6]2[CH:10]=[CH:11][CH:12]=[CH:13][C:5]=2[O:4][C@@H:3]1[C:14]1[CH:19]=[CH:18][CH:17]=[CH:16][CH:15]=1.C(N(CC)CC)C.[C:27](O[C:27]([O:29][C:30]([CH3:33])([CH3:32])[CH3:31])=[O:28])([O:29][C:30]([CH3:33])([CH3:32])[CH3:31])=[O:28]. The catalyst is ClCCl. The product is [O:9]=[C:8]1[NH:7][C:6]2[CH:10]=[CH:11][CH:12]=[CH:13][C:5]=2[O:4][C@H:3]([C:14]2[CH:15]=[CH:16][CH:17]=[CH:18][CH:19]=2)[C@@H:2]1[NH:1][C:27](=[O:28])[O:29][C:30]([CH3:33])([CH3:32])[CH3:31]. The yield is 0.830.